This data is from Reaction yield outcomes from USPTO patents with 853,638 reactions. The task is: Predict the reaction yield, written as a fraction of the theoretical maximum amount of product (1.0 means a 100% yield; for example, 0.34 means a 34% yield). (1) The reactants are [O:1]1[CH2:6][CH2:5][N:4]([C:7]2[CH:15]=[CH:14][C:10]([C:11]([OH:13])=O)=[CH:9][CH:8]=2)[CH2:3][CH2:2]1.C(N1C=CN=C1)(N1C=CN=C1)=O.[NH2:28][C@H:29]1[CH2:34][C:33]2[C:35]([N:39]3[CH2:44][CH2:43][N:42]([CH3:45])[CH2:41][CH2:40]3)=[CH:36][CH:37]=[CH:38][C:32]=2[O:31][CH2:30]1. The catalyst is CN(C)C=O. The product is [CH3:45][N:42]1[CH2:43][CH2:44][N:39]([C:35]2[C:33]3[CH2:34][C@H:29]([NH:28][C:11](=[O:13])[C:10]4[CH:9]=[CH:8][C:7]([N:4]5[CH2:3][CH2:2][O:1][CH2:6][CH2:5]5)=[CH:15][CH:14]=4)[CH2:30][O:31][C:32]=3[CH:38]=[CH:37][CH:36]=2)[CH2:40][CH2:41]1. The yield is 0.680. (2) The reactants are [ClH:1].Cl.[CH3:3][O:4][C:5]1[C:10]([O:11][CH3:12])=[CH:9][CH:8]=[CH:7][C:6]=1N.N([O-])=O.[Na+].[S:18](=[O:20])=[O:19]. The catalyst is C(O)(=O)C.C(#N)C.O.O.O.[Cu](Cl)Cl. The product is [CH3:3][O:4][C:5]1[C:10]([O:11][CH3:12])=[CH:9][CH:8]=[CH:7][C:6]=1[S:18]([Cl:1])(=[O:20])=[O:19]. The yield is 0.810. (3) The reactants are [O:1]([C:8]1[CH:13]=[CH:12][C:11]([NH:14][C:15]2[N:20]=[CH:19][N:18]=[C:17]([NH:21][CH:22]3[CH2:27][CH2:26][CH2:25][N:24](C(OC(C)(C)C)=O)[CH2:23]3)[CH:16]=2)=[CH:10][CH:9]=1)[C:2]1[CH:7]=[CH:6][CH:5]=[CH:4][CH:3]=1.C(O)(C(F)(F)F)=O. The catalyst is C(Cl)Cl. The product is [O:1]([C:8]1[CH:9]=[CH:10][C:11]([NH:14][C:15]2[CH:16]=[C:17]([NH:21][CH:22]3[CH2:27][CH2:26][CH2:25][NH:24][CH2:23]3)[N:18]=[CH:19][N:20]=2)=[CH:12][CH:13]=1)[C:2]1[CH:7]=[CH:6][CH:5]=[CH:4][CH:3]=1. The yield is 0.810. (4) The reactants are [N+:1]([C:4]1[CH:9]=[CH:8][C:7]([C:10]2[C:14](Br)=[CH:13][N:12]([CH2:16][CH2:17][OH:18])[N:11]=2)=[CH:6][CH:5]=1)([O-:3])=[O:2].[B:19]1([B:19]2[O:23][C:22]([CH3:25])([CH3:24])[C:21]([CH3:27])([CH3:26])[O:20]2)[O:23][C:22]([CH3:25])([CH3:24])[C:21]([CH3:27])([CH3:26])[O:20]1.C([O-])(=O)C.[K+]. The catalyst is Cl[Pd](Cl)([P](C1C=CC=CC=1)(C1C=CC=CC=1)C1C=CC=CC=1)[P](C1C=CC=CC=1)(C1C=CC=CC=1)C1C=CC=CC=1.O1CCOCC1. The product is [N+:1]([C:4]1[CH:9]=[CH:8][C:7]([C:10]2[C:14]([B:19]3[O:23][C:22]([CH3:25])([CH3:24])[C:21]([CH3:27])([CH3:26])[O:20]3)=[CH:13][N:12]([CH2:16][CH2:17][OH:18])[N:11]=2)=[CH:6][CH:5]=1)([O-:3])=[O:2]. The yield is 0.450. (5) The reactants are [CH3:1][O:2][C:3](=[O:12])[C:4]1[CH:9]=[CH:8][C:7](Br)=[C:6]([NH2:11])[CH:5]=1.[CH3:13][N:14](C=O)C. The catalyst is [C-]#N.[Zn+2].[C-]#N.C1C=CC([P]([Pd]([P](C2C=CC=CC=2)(C2C=CC=CC=2)C2C=CC=CC=2)([P](C2C=CC=CC=2)(C2C=CC=CC=2)C2C=CC=CC=2)[P](C2C=CC=CC=2)(C2C=CC=CC=2)C2C=CC=CC=2)(C2C=CC=CC=2)C2C=CC=CC=2)=CC=1. The product is [CH3:1][O:2][C:3](=[O:12])[C:4]1[CH:9]=[CH:8][C:7]([C:13]#[N:14])=[C:6]([NH2:11])[CH:5]=1. The yield is 0.940. (6) The reactants are COCCOC.Br[C:8]1[N:13]=[C:12]([C:14]([O:16][CH2:17][CH3:18])=[O:15])[CH:11]=[CH:10][CH:9]=1.[C:19]([O:23][C:24]([NH:26][CH2:27][C:28]1[CH:33]=[CH:32][CH:31]=[CH:30][C:29]=1B(O)O)=[O:25])([CH3:22])([CH3:21])[CH3:20].C(=O)([O-])[O-].[Na+].[Na+]. The catalyst is ClCCl.C1C=CC([P]([Pd]([P](C2C=CC=CC=2)(C2C=CC=CC=2)C2C=CC=CC=2)([P](C2C=CC=CC=2)(C2C=CC=CC=2)C2C=CC=CC=2)[P](C2C=CC=CC=2)(C2C=CC=CC=2)C2C=CC=CC=2)(C2C=CC=CC=2)C2C=CC=CC=2)=CC=1. The product is [C:19]([O:23][C:24]([NH:26][CH2:27][C:28]1[CH:33]=[CH:32][CH:31]=[CH:30][C:29]=1[C:8]1[N:13]=[C:12]([C:14]([O:16][CH2:17][CH3:18])=[O:15])[CH:11]=[CH:10][CH:9]=1)=[O:25])([CH3:22])([CH3:20])[CH3:21]. The yield is 0.720. (7) The reactants are [NH2:1][C:2]1[C:7]([CH2:8][OH:9])=[CH:6][CH:5]=[CH:4][N:3]=1.[Br:10]Br. The catalyst is CC(O)=O. The product is [NH2:1][C:2]1[C:7]([CH2:8][OH:9])=[CH:6][C:5]([Br:10])=[CH:4][N:3]=1. The yield is 0.750. (8) The reactants are [Si:1]([O:18][C@H:19]1[C:24](=[CH2:25])[C@H:23]([O:26][Si:27]([C:40]([CH3:43])([CH3:42])[CH3:41])([C:34]2[CH:39]=[CH:38][CH:37]=[CH:36][CH:35]=2)[C:28]2[CH:33]=[CH:32][CH:31]=[CH:30][CH:29]=2)[CH2:22][CH:21]([O:44][Si](C(C)(C)C)(C)C)[CH2:20]1)([C:14]([CH3:17])([CH3:16])[CH3:15])([C:8]1[CH:13]=[CH:12][CH:11]=[CH:10][CH:9]=1)[C:2]1[CH:7]=[CH:6][CH:5]=[CH:4][CH:3]=1.Cl.C([O-])(O)=O.[Na+]. The catalyst is C(O)C. The product is [Si:1]([O:18][C@H:19]1[C:24](=[CH2:25])[C@H:23]([O:26][Si:27]([C:40]([CH3:43])([CH3:42])[CH3:41])([C:28]2[CH:33]=[CH:32][CH:31]=[CH:30][CH:29]=2)[C:34]2[CH:35]=[CH:36][CH:37]=[CH:38][CH:39]=2)[CH2:22][CH:21]([OH:44])[CH2:20]1)([C:14]([CH3:16])([CH3:17])[CH3:15])([C:8]1[CH:9]=[CH:10][CH:11]=[CH:12][CH:13]=1)[C:2]1[CH:7]=[CH:6][CH:5]=[CH:4][CH:3]=1. The yield is 0.830. (9) The reactants are [F:1][C:2]1[CH:7]=[CH:6][C:5]([CH:8]2[C:13]3=[N:14][NH:15][C:16](=[O:21])[C:17]4[CH:18]=[CH:19][CH:20]=[C:11]([C:12]=43)[NH:10][CH:9]2[C:22]2[CH:29]=[CH:28][C:25]([CH:26]=O)=[CH:24][CH:23]=2)=[CH:4][CH:3]=1.C(O)(=O)C.[NH:34]1[CH2:37][CH2:36][CH2:35]1.[BH-](OC(C)=O)(OC(C)=O)OC(C)=O.[Na+]. The catalyst is C(Cl)Cl. The product is [N:34]1([CH2:26][C:25]2[CH:24]=[CH:23][C:22]([CH:9]3[NH:10][C:11]4[C:12]5[C:13](=[N:14][NH:15][C:16](=[O:21])[C:17]=5[CH:18]=[CH:19][CH:20]=4)[CH:8]3[C:5]3[CH:4]=[CH:3][C:2]([F:1])=[CH:7][CH:6]=3)=[CH:29][CH:28]=2)[CH2:37][CH2:36][CH2:35]1. The yield is 0.490.